Predict the reactants needed to synthesize the given product. From a dataset of Full USPTO retrosynthesis dataset with 1.9M reactions from patents (1976-2016). (1) The reactants are: N[C:2]1[CH:7]=CN=CC=1.[CH2:8]([C@H:10]1[O:12][CH2:11]1)[Cl:9].[C]=[O:14].[CH2:15]([OH:17])C. Given the product [CH2:7]([O:14][C:15](=[O:17])[CH2:11][CH:10]([OH:12])[CH2:8][Cl:9])[CH3:2], predict the reactants needed to synthesize it. (2) Given the product [Cl:1][C:2]1([Cl:12])[CH2:11][CH2:10][C:5](=[O:6])[CH2:4][CH2:3]1, predict the reactants needed to synthesize it. The reactants are: [Cl:1][C:2]1([Cl:12])[CH2:11][CH2:10][C:5]2(OCC[O:6]2)[CH2:4][CH2:3]1.Cl.